From a dataset of Full USPTO retrosynthesis dataset with 1.9M reactions from patents (1976-2016). Predict the reactants needed to synthesize the given product. Given the product [O:2]=[C:3]1[NH:11][CH:10]=[C:9]2[C:5]([C:6]3[CH:15]=[C:14]([C:16]4[CH:17]=[CH:18][C:19]([CH2:22][N:23]5[CH2:24][CH2:25][CH2:26][CH2:27][CH2:28]5)=[CH:20][CH:21]=4)[CH:13]=[N:12][C:7]=3[NH:8]2)=[CH:4]1, predict the reactants needed to synthesize it. The reactants are: C[O:2][C:3]1[N:11]=[CH:10][C:9]2[NH:8][C:7]3[N:12]=[CH:13][C:14]([C:16]4[CH:21]=[CH:20][C:19]([CH2:22][N:23]5[CH2:28][CH2:27][CH2:26][CH2:25][CH2:24]5)=[CH:18][CH:17]=4)=[CH:15][C:6]=3[C:5]=2[CH:4]=1.Br.